Dataset: Catalyst prediction with 721,799 reactions and 888 catalyst types from USPTO. Task: Predict which catalyst facilitates the given reaction. Product: [ClH:11].[ClH:1].[CH3:3][N:4]([CH3:9])[CH:5]1[CH2:8][N:7]([C:12]2[N:17]=[CH:16][N:15]=[C:14]([N:18]3[C:22](=[O:23])[C:21]([N:24]4[CH:28]=[CH:27][N:26]=[N:25]4)=[CH:20][NH:19]3)[CH:13]=2)[CH2:6]1. Reactant: [ClH:1].Cl.[CH3:3][N:4]([CH3:9])[CH:5]1[CH2:8][NH:7][CH2:6]1.Cl.[Cl:11][C:12]1[N:17]=[CH:16][N:15]=[C:14]([N:18]2[C:22](=[O:23])[C:21]([N:24]3[CH:28]=[CH:27][N:26]=[N:25]3)=[CH:20][NH:19]2)[CH:13]=1.C(=O)([O-])[O-].[K+].[K+]. The catalyst class is: 9.